Task: Binary Classification. Given a T-cell receptor sequence (or CDR3 region) and an epitope sequence, predict whether binding occurs between them.. Dataset: TCR-epitope binding with 47,182 pairs between 192 epitopes and 23,139 TCRs The epitope is FRYMNSQGL. The TCR CDR3 sequence is CASSLVGVGLLLNEQYF. Result: 0 (the TCR does not bind to the epitope).